From a dataset of Full USPTO retrosynthesis dataset with 1.9M reactions from patents (1976-2016). Predict the reactants needed to synthesize the given product. (1) Given the product [Br:19][CH2:11][C:6]1[CH:7]=[CH:8][CH:9]=[CH:10][C:5]=1[C:1]([CH3:4])([CH3:3])[CH3:2], predict the reactants needed to synthesize it. The reactants are: [C:1]([C:5]1[CH:10]=[CH:9][CH:8]=[CH:7][C:6]=1[CH3:11])([CH3:4])([CH3:3])[CH3:2].C1C(=O)N([Br:19])C(=O)C1. (2) Given the product [CH2:1]([O:3][C:4]1[CH:9]=[C:8]([O:10][CH2:11][C:12]2[CH:13]=[CH:14][C:15]([O:18][CH3:19])=[CH:16][CH:17]=2)[N:7]=[CH:6][C:5]=1[C:20]1[CH:25]=[CH:24][C:23]([CH2:26][C:27]([NH:41][C:39]2[O:38][N:37]=[C:36]([C:33]([CH3:35])([CH3:34])[C:32]([F:31])([F:42])[F:43])[CH:40]=2)=[O:28])=[C:22]([F:30])[CH:21]=1)[CH3:2], predict the reactants needed to synthesize it. The reactants are: [CH2:1]([O:3][C:4]1[CH:9]=[C:8]([O:10][CH2:11][C:12]2[CH:17]=[CH:16][C:15]([O:18][CH3:19])=[CH:14][CH:13]=2)[N:7]=[CH:6][C:5]=1[C:20]1[CH:25]=[CH:24][C:23]([CH2:26][C:27](O)=[O:28])=[C:22]([F:30])[CH:21]=1)[CH3:2].[F:31][C:32]([F:43])([F:42])[C:33]([C:36]1[CH:40]=[C:39]([NH2:41])[O:38][N:37]=1)([CH3:35])[CH3:34].C(P1(=O)OP(CCC)(=O)OP(CCC)(=O)O1)CC.O.